Dataset: Catalyst prediction with 721,799 reactions and 888 catalyst types from USPTO. Task: Predict which catalyst facilitates the given reaction. (1) Reactant: O[C:2]1[CH:9]=[CH:8][C:5]([CH:6]=[O:7])=[CH:4][C:3]=1[CH3:10].C(=O)([O-])[O-].[K+].[K+].C1(=O)[O:21][CH2:20][CH2:19][O:18]1. Product: [OH:18][CH2:19][CH2:20][O:21][C:4]1[C:3]([CH3:10])=[CH:2][CH:9]=[CH:8][C:5]=1[CH:6]=[O:7]. The catalyst class is: 248. (2) Reactant: [Cl:1][C:2]1[CH:34]=[CH:33][CH:32]=[C:31]([C:35]([F:38])([F:37])[F:36])[C:3]=1[C:4]([N:6]1[C:14]2[C:9](=[N:10][CH:11]=[C:12]([CH:15]([CH:17]3[CH2:19][CH2:18]3)[OH:16])[CH:13]=2)[C:8]([C:20]2[CH:29]=[CH:28][C:23]([C:24]([O:26][CH3:27])=[O:25])=[CH:22][C:21]=2[F:30])=[N:7]1)=[O:5].CC(OI1(OC(C)=O)(OC(C)=O)OC(=O)C2C=CC=CC1=2)=O. Product: [Cl:1][C:2]1[CH:34]=[CH:33][CH:32]=[C:31]([C:35]([F:36])([F:38])[F:37])[C:3]=1[C:4]([N:6]1[C:14]2[C:9](=[N:10][CH:11]=[C:12]([C:15]([CH:17]3[CH2:18][CH2:19]3)=[O:16])[CH:13]=2)[C:8]([C:20]2[CH:29]=[CH:28][C:23]([C:24]([O:26][CH3:27])=[O:25])=[CH:22][C:21]=2[F:30])=[N:7]1)=[O:5]. The catalyst class is: 2.